Task: Predict the product of the given reaction.. Dataset: Forward reaction prediction with 1.9M reactions from USPTO patents (1976-2016) (1) Given the reactants C([C:5]1([C:22]([F:25])([F:24])[F:23])[C:14]2[CH:13]=[C:12](C#N)[CH:11]=[CH:10][C:9]=2[NH:8][C:7]2[C:17](=[O:21])[NH:18]C=[N:20][C:6]1=2)CCC.OO.[OH-].[Na+].CO.C(Cl)[Cl:33], predict the reaction product. The product is: [NH2:20][C:6]1[C:7]([C:17]([NH2:18])=[O:21])=[N:8][C:9]2[C:14]([C:5]=1[C:22]([F:25])([F:24])[F:23])=[CH:13][C:12]([Cl:33])=[CH:11][CH:10]=2. (2) Given the reactants [CH3:1][O:2][C:3]1[CH:18]=[CH:17][C:6]2[CH2:7][C@:8]3([CH3:16])[C@@H:13]([C:14](=[O:15])[C:5]=2[CH:4]=1)[CH2:12][O:11][CH2:10][CH2:9]3.[CH3:19][Si]([N-][Si](C)(C)C)(C)C.[Li+].C1(C)C=CC=CC=1.OC1C=CC=CC=1C(OCC)=O, predict the reaction product. The product is: [CH3:1][O:2][C:3]1[CH:18]=[CH:17][C:6]2[CH2:7][C@@:8]3([CH3:16])[C@:13]([CH3:19])([C:14](=[O:15])[C:5]=2[CH:4]=1)[CH2:12][O:11][CH2:10][CH2:9]3. (3) Given the reactants [NH:1]1[C:9]2[C:4](=[CH:5][CH:6]=[C:7]([C:10]3[CH:11]=[CH:12][C:13]4[O:19][CH2:18][CH2:17][N:16]([C:20]([C:22]5[CH:27]=[CH:26][C:25]([C:28](=[O:30])[CH3:29])=[CH:24][CH:23]=5)=[O:21])[CH2:15][C:14]=4[CH:31]=3)[CH:8]=2)[CH:3]=[N:2]1.[C:32]([O-])([O-])=O.[K+].[K+].CI, predict the reaction product. The product is: [CH3:32][N:1]1[C:9]2[C:4](=[CH:5][CH:6]=[C:7]([C:10]3[CH:11]=[CH:12][C:13]4[O:19][CH2:18][CH2:17][N:16]([C:20]([C:22]5[CH:27]=[CH:26][C:25]([C:28](=[O:30])[CH3:29])=[CH:24][CH:23]=5)=[O:21])[CH2:15][C:14]=4[CH:31]=3)[CH:8]=2)[CH:3]=[N:2]1. (4) Given the reactants [CH3:1][O:2][C:3](=[O:13])[C:4]1[CH:9]=[C:8](N)[C:7]([CH3:11])=[CH:6][C:5]=1[Br:12].N([O-])=O.[Na+].[I-:18].[K+].S([O-])([O-])=O.[Na+].[Na+], predict the reaction product. The product is: [CH3:1][O:2][C:3](=[O:13])[C:4]1[CH:9]=[C:8]([I:18])[C:7]([CH3:11])=[CH:6][C:5]=1[Br:12]. (5) Given the reactants C([O:3][C:4](=[O:36])[CH2:5][N:6]([S:30]([N:33]([CH3:35])[CH3:34])(=[O:32])=[O:31])[CH2:7][C:8]1[CH:13]=[CH:12][C:11]([O:14][CH2:15][C:16]2[N:17]=[C:18]([C:24]3[CH:29]=[CH:28][CH:27]=[CH:26][CH:25]=3)[O:19][C:20]=2[CH:21]([CH3:23])[CH3:22])=[CH:10][CH:9]=1)C.O.[OH-].[Li+], predict the reaction product. The product is: [CH3:34][N:33]([S:30]([N:6]([CH2:5][C:4]([OH:36])=[O:3])[CH2:7][C:8]1[CH:9]=[CH:10][C:11]([O:14][CH2:15][C:16]2[N:17]=[C:18]([C:24]3[CH:29]=[CH:28][CH:27]=[CH:26][CH:25]=3)[O:19][C:20]=2[CH:21]([CH3:23])[CH3:22])=[CH:12][CH:13]=1)(=[O:31])=[O:32])[CH3:35]. (6) The product is: [Br:20][CH2:7][C:6]1[S:5][C:4]([C:9]2[CH:14]=[CH:13][C:12]([C:15]([F:18])([F:17])[F:16])=[CH:11][CH:10]=2)=[N:3][C:2]=1[CH3:1]. Given the reactants [CH3:1][C:2]1[N:3]=[C:4]([C:9]2[CH:14]=[CH:13][C:12]([C:15]([F:18])([F:17])[F:16])=[CH:11][CH:10]=2)[S:5][C:6]=1[CH2:7]O.C(Br)(Br)(Br)[Br:20].C1(P(C2C=CC=CC=2)C2C=CC=CC=2)C=CC=CC=1, predict the reaction product. (7) Given the reactants [Br:1][C:2]1[CH:7]=[C:6]([NH:8][C@@H:9]([CH2:11][CH3:12])[CH3:10])[C:5]([N+:13]([O-])=O)=[CH:4][N:3]=1.C(O)(=O)C, predict the reaction product. The product is: [Br:1][C:2]1[N:3]=[CH:4][C:5]([NH2:13])=[C:6]([NH:8][C@@H:9]([CH2:11][CH3:12])[CH3:10])[CH:7]=1.